From a dataset of Catalyst prediction with 721,799 reactions and 888 catalyst types from USPTO. Predict which catalyst facilitates the given reaction. (1) Reactant: [Cl:1][C:2]1[CH:7]=[CH:6][C:5]([C:8]2[C:9]([C:14]([O:16]C)=[O:15])=[CH:10][CH:11]=[CH:12][CH:13]=2)=[CH:4][C:3]=1[C:18]([NH:20][CH2:21][CH2:22][C:23]12[CH2:32][CH:27]3[CH2:28][CH:29]([CH2:31][CH:25]([CH2:26]3)[CH2:24]1)[CH2:30]2)=[O:19].[OH-].[K+].O.CO. Product: [Cl:1][C:2]1[CH:7]=[CH:6][C:5]([C:8]2[C:9]([C:14]([OH:16])=[O:15])=[CH:10][CH:11]=[CH:12][CH:13]=2)=[CH:4][C:3]=1[C:18]([NH:20][CH2:21][CH2:22][C:23]12[CH2:32][CH:27]3[CH2:26][CH:25]([CH2:31][CH:29]([CH2:28]3)[CH2:30]1)[CH2:24]2)=[O:19]. The catalyst class is: 7. (2) Reactant: [OH:1][C:2]1[CH:9]=[CH:8][C:7]([N+:10]([O-:12])=[O:11])=[CH:6][C:3]=1[CH:4]=[O:5].[BH4-].[Na+].Cl. Product: [OH:5][CH2:4][C:3]1[CH:6]=[C:7]([N+:10]([O-:12])=[O:11])[CH:8]=[CH:9][C:2]=1[OH:1]. The catalyst class is: 562.